From a dataset of Full USPTO retrosynthesis dataset with 1.9M reactions from patents (1976-2016). Predict the reactants needed to synthesize the given product. (1) Given the product [CH2:22]([N:29]1[C:31]2[C:36](=[CH:35][CH:34]=[CH:33][CH:32]=2)[C:14]([CH2:15][CH2:16][CH2:17][CH2:18][CH3:19])=[C:13]1[C:8]1[CH:7]=[CH:6][C:5]2[C:10](=[CH:11][CH:12]=[C:3]([O:2][CH3:1])[CH:4]=2)[CH:9]=1)[C:23]1[CH:28]=[CH:27][CH:26]=[CH:25][CH:24]=1, predict the reactants needed to synthesize it. The reactants are: [CH3:1][O:2][C:3]1[CH:4]=[C:5]2[C:10](=[CH:11][CH:12]=1)[CH:9]=[C:8]([C:13](=O)[CH2:14][CH2:15][CH2:16][CH2:17][CH2:18][CH3:19])[CH:7]=[CH:6]2.Cl.[CH2:22]([N:29]([C:31]1[CH:36]=[CH:35][CH:34]=[CH:33][CH:32]=1)N)[C:23]1[CH:28]=[CH:27][CH:26]=[CH:25][CH:24]=1. (2) Given the product [CH:22]1([CH2:25][O:26][C:27]2[CH:28]=[C:29]([CH:39]=[CH:40][CH:41]=2)[O:30][C:31]2[CH:37]=[CH:36][C:34]([NH:35][C:19]3[C:20]4[N:12]([CH2:11][CH2:10][OH:9])[CH:13]=[CH:14][C:15]=4[N:16]=[CH:17][N:18]=3)=[CH:33][C:32]=2[CH3:38])[CH2:24][CH2:23]1, predict the reactants needed to synthesize it. The reactants are: C([O:9][CH2:10][CH2:11][N:12]1[C:20]2[C:19](Cl)=[N:18][CH:17]=[N:16][C:15]=2[CH:14]=[CH:13]1)(=O)C1C=CC=CC=1.[CH:22]1([CH2:25][O:26][C:27]2[CH:28]=[C:29]([CH:39]=[CH:40][CH:41]=2)[O:30][C:31]2[CH:37]=[CH:36][C:34]([NH2:35])=[CH:33][C:32]=2[CH3:38])[CH2:24][CH2:23]1.[OH-].[Na+]. (3) The reactants are: [NH:1]1[C:5]2=[CH:6][N:7]=[CH:8][CH:9]=[C:4]2[CH:3]=[N:2]1.[F:10][C:11]([F:15])([F:14])[CH2:12]I. Given the product [F:10][C:11]([F:15])([F:14])[CH2:12][N:1]1[C:5]2[CH2:6][NH:7][CH2:8][CH2:9][C:4]=2[CH:3]=[N:2]1, predict the reactants needed to synthesize it. (4) Given the product [NH2:49][CH2:48][C:47]([NH:46][C:40]([CH2:39][CH2:38][CH2:37][C:34]1[CH:35]=[CH:36][C:31]([CH2:30][C:29]2[C:25]([O:24][C@@H:6]3[O:7][C@H:8]([CH2:19][OH:20])[C@H:9]([OH:15])[C@H:10]([OH:11])[C@H:5]3[OH:4])=[N:26][NH:27][C:28]=2[CH:43]([CH3:44])[CH3:45])=[CH:32][CH:33]=1)=[O:42])([CH3:61])[CH3:60], predict the reactants needed to synthesize it. The reactants are: C([O:4][C@@H:5]1[C@@H:10]([O:11]C(=O)C)[C@@H:9]([O:15]C(=O)C)[C@@H:8]([CH2:19][O:20]C(=O)C)[O:7][C@H:6]1[O:24][C:25]1[C:29]([CH2:30][C:31]2[CH:36]=[CH:35][C:34](/[CH:37]=[CH:38]/[CH2:39][C:40]([OH:42])=O)=[CH:33][CH:32]=2)=[C:28]([CH:43]([CH3:45])[CH3:44])[NH:27][N:26]=1)(=O)C.[NH2:46][C:47]([CH3:61])([CH3:60])[CH2:48][NH:49]C(OCC1C=CC=CC=1)=O.Cl.NCC(N)=O.